Dataset: Full USPTO retrosynthesis dataset with 1.9M reactions from patents (1976-2016). Task: Predict the reactants needed to synthesize the given product. Given the product [Br:1][C:2]1[CH:3]=[CH:4][C:5]2[S:9](=[O:11])(=[O:10])[N:8]=[C:7]([CH:14]3[CH2:16][CH2:15]3)[C:6]=2[CH:13]=1, predict the reactants needed to synthesize it. The reactants are: [Br:1][C:2]1[CH:3]=[CH:4][C:5]2[S:9](=[O:11])(=[O:10])[NH:8][C:7](=O)[C:6]=2[CH:13]=1.[CH:14]1([Mg]Br)[CH2:16][CH2:15]1.